Task: Regression. Given a peptide amino acid sequence and an MHC pseudo amino acid sequence, predict their binding affinity value. This is MHC class I binding data.. Dataset: Peptide-MHC class I binding affinity with 185,985 pairs from IEDB/IMGT (1) The peptide sequence is TQIPRQMVL. The MHC is HLA-A02:16 with pseudo-sequence HLA-A02:16. The binding affinity (normalized) is 0.0847. (2) The peptide sequence is FQAGWEDPT. The MHC is HLA-A03:01 with pseudo-sequence HLA-A03:01. The binding affinity (normalized) is 0.0847. (3) The peptide sequence is ITIPIGLYL. The MHC is HLA-B35:01 with pseudo-sequence HLA-B35:01. The binding affinity (normalized) is 0.0847. (4) The peptide sequence is PTDYMSSKL. The MHC is HLA-B27:05 with pseudo-sequence HLA-B27:05. The binding affinity (normalized) is 0.0847. (5) The peptide sequence is STSSSYLYA. The MHC is HLA-A30:01 with pseudo-sequence HLA-A30:01. The binding affinity (normalized) is 0.761. (6) The peptide sequence is IMYDHLPGF. The MHC is HLA-B58:01 with pseudo-sequence HLA-B58:01. The binding affinity (normalized) is 0.602. (7) The peptide sequence is RVFNGDDVK. The MHC is HLA-B15:01 with pseudo-sequence HLA-B15:01. The binding affinity (normalized) is 0.0847.